This data is from Full USPTO retrosynthesis dataset with 1.9M reactions from patents (1976-2016). The task is: Predict the reactants needed to synthesize the given product. (1) Given the product [Cl:1][C:2]1[CH:7]=[CH:6][N:5]=[C:4]2[N:8]([Si:16]([CH:20]([CH3:22])[CH3:21])([CH:17]([CH3:19])[CH3:18])[CH:14]([CH3:15])[CH3:13])[CH:9]=[CH:10][C:3]=12, predict the reactants needed to synthesize it. The reactants are: [Cl:1][C:2]1[CH:7]=[CH:6][N:5]=[C:4]2[NH:8][CH:9]=[CH:10][C:3]=12.[H-].[Na+].[CH3:13][CH:14]([Si:16](Cl)([CH:20]([CH3:22])[CH3:21])[CH:17]([CH3:19])[CH3:18])[CH3:15]. (2) Given the product [N:17]1([C:4]2[C:5]3[N:6]([CH:8]=[C:9]([C:11]4[CH:16]=[CH:15][N:14]=[CH:13][CH:12]=4)[N:10]=3)[N:7]=[C:2]([NH:30][NH2:31])[CH:3]=2)[CH2:22][CH2:21][O:20][CH2:19][CH2:18]1, predict the reactants needed to synthesize it. The reactants are: Cl[C:2]1[CH:3]=[C:4]([N:17]2[CH2:22][CH2:21][O:20][CH2:19][CH2:18]2)[C:5]2[N:6]([CH:8]=[C:9]([C:11]3[CH:16]=[CH:15][N:14]=[CH:13][CH:12]=3)[N:10]=2)[N:7]=1.C(=O)([O-])[O-].[K+].[K+].O.[NH2:30][NH2:31]. (3) Given the product [CH3:1][C:2]1([CH3:10])[CH2:9][CH2:7][CH2:6][C:4](=[O:5])[CH2:3]1, predict the reactants needed to synthesize it. The reactants are: [CH3:1][C:2]1([CH3:10])[CH2:9][C:7](=O)[CH2:6][C:4](=[O:5])[CH2:3]1.[H][H]. (4) Given the product [Cl:3][C:4]1[CH:11]=[CH:10][C:26]([C:25]([OH:28])=[O:1])=[C:6]([NH:12][C@H:13]2[CH2:18][CH2:17][CH2:16][CH2:15][C@@H:14]2[N:19]2[CH2:23][CH2:22][CH2:21][CH2:20]2)[CH:5]=1, predict the reactants needed to synthesize it. The reactants are: [OH-:1].[Na+].[Cl:3][C:4]1[CH:11]=[CH:10]C(C#N)=[C:6]([NH:12][C@H:13]2[CH2:18][CH2:17][CH2:16][CH2:15][C@@H:14]2[N:19]2[CH2:23][CH2:22][CH2:21][CH2:20]2)[CH:5]=1.Cl.[CH2:25]([OH:28])[CH2:26]O. (5) Given the product [S:8]([C:5]1[CH:6]=[CH:7][C:2]([CH3:1])=[CH:3][CH:4]=1)([OH:11])(=[O:10])=[O:9].[S:19]([C:16]1[CH:17]=[CH:18][C:13]([CH3:12])=[CH:14][CH:15]=1)([OH:22])(=[O:21])=[O:20].[Cl:53][C:51]1[CH:52]=[C:47]([NH:46][C:42]2[C:40]3[C:39](=[CH:38][CH:37]=[C:36]([C:34]4[O:35][C:31]([CH2:30][NH:29][CH2:28][CH2:27][S:24]([CH3:23])(=[O:25])=[O:26])=[CH:32][CH:33]=4)[CH:41]=3)[N:45]=[CH:44][N:43]=2)[CH:48]=[CH:49][C:50]=1[O:54][CH2:55][C:56]1[CH:57]=[CH:58][CH:59]=[C:60]([F:62])[CH:61]=1, predict the reactants needed to synthesize it. The reactants are: [CH3:1][C:2]1[CH:3]=[CH:4][C:5]([S:8]([OH:11])(=[O:10])=[O:9])=[CH:6][CH:7]=1.[CH3:12][C:13]1[CH:14]=[CH:15][C:16]([S:19]([OH:22])(=[O:21])=[O:20])=[CH:17][CH:18]=1.[CH3:23][S:24]([CH2:27][CH2:28][NH:29][CH2:30][C:31]1[O:35][C:34]([C:36]2[CH:37]=[CH:38][C:39]3[N:45]=[CH:44][N:43]=[C:42]([NH:46][C:47]4[CH:48]=[CH:49][C:50]([O:54][CH2:55][C:56]5[CH:57]=[CH:58][CH:59]=[C:60]([F:62])[CH:61]=5)=[C:51]([Cl:53])[CH:52]=4)[C:40]=3[CH:41]=2)=[CH:33][CH:32]=1)(=[O:26])=[O:25].O.CC#N. (6) Given the product [C:24]([CH2:23][O:21][C:5]1[CH:4]=[C:3]([C:1]#[N:2])[CH:20]=[CH:19][C:6]=1[CH2:7][NH:8][C:9](=[O:18])[C:10]1[CH:15]=[CH:14][CH:13]=[C:12]([O:16][CH3:17])[CH:11]=1)(=[O:25])[NH2:26], predict the reactants needed to synthesize it. The reactants are: [C:1]([C:3]1[CH:20]=[CH:19][C:6]([CH2:7][NH:8][C:9](=[O:18])[C:10]2[CH:15]=[CH:14][CH:13]=[C:12]([O:16][CH3:17])[CH:11]=2)=[C:5]([OH:21])[CH:4]=1)#[N:2].I[CH2:23][C:24]([NH2:26])=[O:25].